From a dataset of Catalyst prediction with 721,799 reactions and 888 catalyst types from USPTO. Predict which catalyst facilitates the given reaction. Reactant: [CH3:1][N:2]1[CH:6]=[CH:5][N:4]=[CH:3]1.C([Li])CCC.[CH3:12][S:13][C:14]1[CH:21]=[CH:20][C:17]([CH:18]=[O:19])=[CH:16][CH:15]=1. Product: [CH3:1][N:2]1[CH:6]=[CH:5][N:4]=[C:3]1[CH:18]([C:17]1[CH:20]=[CH:21][C:14]([S:13][CH3:12])=[CH:15][CH:16]=1)[OH:19]. The catalyst class is: 1.